From a dataset of Forward reaction prediction with 1.9M reactions from USPTO patents (1976-2016). Predict the product of the given reaction. Given the reactants [CH:1]1[C:13]2[CH:12]([CH2:14][O:15][C:16](=[O:53])[NH:17][CH2:18][CH2:19][CH2:20][CH2:21][C@H:22]([NH:45]C(OC(C)(C)C)=O)[C:23]([N:25]3[CH2:29][CH2:28][CH2:27][C@H:26]3[C:30]3[CH:31]=[N:32][CH:33]=[C:34]([C:36](=[O:44])[C:37]4[CH:42]=[CH:41][C:40]([F:43])=[CH:39][CH:38]=4)[CH:35]=3)=[O:24])[C:11]3[C:6](=[CH:7][CH:8]=[CH:9][CH:10]=3)[C:5]=2[CH:4]=[CH:3][CH:2]=1.FC(F)(F)C(O)=O, predict the reaction product. The product is: [CH:1]1[C:13]2[CH:12]([CH2:14][O:15][C:16](=[O:53])[NH:17][CH2:18][CH2:19][CH2:20][CH2:21][C@H:22]([NH2:45])[C:23]([N:25]3[CH2:29][CH2:28][CH2:27][C@H:26]3[C:30]3[CH:31]=[N:32][CH:33]=[C:34]([C:36](=[O:44])[C:37]4[CH:42]=[CH:41][C:40]([F:43])=[CH:39][CH:38]=4)[CH:35]=3)=[O:24])[C:11]3[C:6](=[CH:7][CH:8]=[CH:9][CH:10]=3)[C:5]=2[CH:4]=[CH:3][CH:2]=1.